Dataset: Peptide-MHC class II binding affinity with 134,281 pairs from IEDB. Task: Regression. Given a peptide amino acid sequence and an MHC pseudo amino acid sequence, predict their binding affinity value. This is MHC class II binding data. (1) The peptide sequence is ILRQLLTGGVKKGRPSLKLQ. The MHC is HLA-DPA10201-DPB11401 with pseudo-sequence HLA-DPA10201-DPB11401. The binding affinity (normalized) is 0.464. (2) The peptide sequence is QQYTAALSPILFECL. The MHC is DRB1_0405 with pseudo-sequence DRB1_0405. The binding affinity (normalized) is 0.818.